Dataset: Full USPTO retrosynthesis dataset with 1.9M reactions from patents (1976-2016). Task: Predict the reactants needed to synthesize the given product. (1) Given the product [F:1][C:2]1[CH:3]=[CH:4][C:5]([C:8]2[C:16]3[C:11](=[CH:12][CH:13]=[C:14]([C:17]([NH:43][CH2:44][CH2:45][CH2:46][OH:47])=[O:19])[CH:15]=3)[NH:10][N:9]=2)=[CH:6][CH:7]=1, predict the reactants needed to synthesize it. The reactants are: [F:1][C:2]1[CH:7]=[CH:6][C:5]([C:8]2[C:16]3[C:11](=[CH:12][CH:13]=[C:14]([C:17]([OH:19])=O)[CH:15]=3)[NH:10][N:9]=2)=[CH:4][CH:3]=1.O.ON1C2C=CC=CC=2N=N1.Cl.CN(C)CCCN=C=NCC.[NH2:43][CH2:44][CH2:45][CH2:46][OH:47]. (2) Given the product [F:1][C:2]1[CH:3]=[CH:4][C:5]([C:8]2[CH:9]=[C:10]3[C:15](=[CH:16][CH:17]=2)[CH:14]=[C:13]([S:18]([C:19]2[N:20]([CH3:24])[CH:21]=[CH:22][N:23]=2)(=[O:38])=[O:36])[CH:12]=[CH:11]3)=[CH:6][CH:7]=1, predict the reactants needed to synthesize it. The reactants are: [F:1][C:2]1[CH:7]=[CH:6][C:5]([C:8]2[CH:9]=[C:10]3[C:15](=[CH:16][CH:17]=2)[CH:14]=[C:13]([S:18][C:19]2[N:20]([CH3:24])[CH:21]=[CH:22][N:23]=2)[CH:12]=[CH:11]3)=[CH:4][CH:3]=1.ClC1C=CC=C(C(OO)=O)C=1.[OH-:36].[Ca+2].[OH-:38]. (3) Given the product [CH3:20][C:19]1[NH:1][C:7]([C:6]([O:12][CH2:13][CH3:14])=[O:11])=[CH:8][CH:10]=1, predict the reactants needed to synthesize it. The reactants are: [N+:1]([O-])([O-])=O.[Na+].[C:6]([O:12][CH2:13][CH3:14])(=[O:11])[CH2:7][C:8]([CH3:10])=O.COC(OC)C[C:19](=O)[CH3:20]. (4) Given the product [OH:1][C:2]1[CH:13]=[CH:12][C:5]([C:6](=[O:7])[CH2:14][CH:15]([CH3:17])[CH3:16])=[CH:4][N:3]=1, predict the reactants needed to synthesize it. The reactants are: [OH:1][C:2]1[CH:13]=[CH:12][C:5]([C:6](N(OC)C)=[O:7])=[CH:4][N:3]=1.[CH2:14]([Mg]Cl)[CH:15]([CH3:17])[CH3:16].